This data is from Peptide-MHC class I binding affinity with 185,985 pairs from IEDB/IMGT. The task is: Regression. Given a peptide amino acid sequence and an MHC pseudo amino acid sequence, predict their binding affinity value. This is MHC class I binding data. (1) The peptide sequence is GLIVLPFYK. The MHC is HLA-B08:02 with pseudo-sequence HLA-B08:02. The binding affinity (normalized) is 0.0847. (2) The peptide sequence is TLVPQEHYV. The MHC is HLA-A02:06 with pseudo-sequence HLA-A02:06. The binding affinity (normalized) is 0.384.